The task is: Predict which catalyst facilitates the given reaction.. This data is from Catalyst prediction with 721,799 reactions and 888 catalyst types from USPTO. (1) Reactant: [Cl:1][C:2]1[C:7]([C:8]([OH:10])=[O:9])=[C:6]([F:11])[C:5]([O:12]C)=[CH:4][CH:3]=1.BrB(Br)Br. Product: [Cl:1][C:2]1[C:7]([C:8]([OH:10])=[O:9])=[C:6]([F:11])[C:5]([OH:12])=[CH:4][CH:3]=1. The catalyst class is: 2. (2) Reactant: [NH2:1][C:2]1[C:3]([F:10])=[C:4]([CH:7]=[CH:8][CH:9]=1)[C:5]#[N:6].Cl.[N:12]([O-])=O.[Na+].[Sn](Cl)(Cl)(Cl)Cl.[OH-].[Na+]. Product: [F:10][C:3]1[C:2]([NH:1][NH2:12])=[CH:9][CH:8]=[CH:7][C:4]=1[C:5]#[N:6]. The catalyst class is: 6.